The task is: Predict which catalyst facilitates the given reaction.. This data is from Catalyst prediction with 721,799 reactions and 888 catalyst types from USPTO. Reactant: [Cl:1][C:2]1[CH:10]=[C:9]([CH:11]([CH3:13])[CH3:12])[C:5]([C:6](O)=[O:7])=[CH:4][N:3]=1.ClC(OCC(C)C)=O.CN1CCOCC1. Product: [Cl:1][C:2]1[N:3]=[CH:4][C:5]([CH2:6][OH:7])=[C:9]([CH:11]([CH3:13])[CH3:12])[CH:10]=1. The catalyst class is: 57.